This data is from Forward reaction prediction with 1.9M reactions from USPTO patents (1976-2016). The task is: Predict the product of the given reaction. (1) The product is: [CH3:1][O:2][C:3]([CH:5]1[CH2:10][CH:9]([OH:11])[CH2:8][CH2:7][O:6]1)=[O:4]. Given the reactants [CH3:1][O:2][C:3]([C:5]1[O:6][CH:7]=[CH:8][C:9](=[O:11])[CH:10]=1)=[O:4], predict the reaction product. (2) Given the reactants [NH:1]1[C:9]2[C:4](=[CH:5][C:6]([C:10]3[CH2:11][CH2:12][N:13]([C:16]([O:18][C:19]([CH3:22])([CH3:21])[CH3:20])=[O:17])[CH2:14][CH:15]=3)=[CH:7][CH:8]=2)[CH:3]=[N:2]1, predict the reaction product. The product is: [NH:1]1[C:9]2[C:4](=[CH:5][C:6]([CH:10]3[CH2:11][CH2:12][N:13]([C:16]([O:18][C:19]([CH3:22])([CH3:21])[CH3:20])=[O:17])[CH2:14][CH2:15]3)=[CH:7][CH:8]=2)[CH:3]=[N:2]1. (3) Given the reactants [NH2:1][N:2]1[N:11]=[C:10]([N:12]2[CH2:17][CH2:16][O:15][CH2:14][CH2:13]2)[C:9]2[C:4](=[CH:5][CH:6]=[CH:7][CH:8]=2)[C:3]1=[O:18].[CH3:19][O:20][C:21]1[C:26]([O:27][CH3:28])=[CH:25][CH:24]=[CH:23][C:22]=1[CH2:29][C:30](O)=[O:31], predict the reaction product. The product is: [CH3:19][O:20][C:21]1[C:26]([O:27][CH3:28])=[CH:25][CH:24]=[CH:23][C:22]=1[CH2:29][C:30]([NH:1][N:2]1[N:11]=[C:10]([N:12]2[CH2:17][CH2:16][O:15][CH2:14][CH2:13]2)[C:9]2[C:4](=[CH:5][CH:6]=[CH:7][CH:8]=2)[C:3]1=[O:18])=[O:31]. (4) Given the reactants Br[C:2]1[CH:3]=[CH:4][C:5]2[S:9](=[O:11])(=[O:10])[NH:8][C@H:7]([CH3:12])[C:6]=2[CH:13]=1.[F:14][C:15]1[CH:23]=[C:22]2[C:18]([C:19](B3OC(C)(C)C(C)(C)O3)=[CH:20][N:21]2[C:24]([O:26][C:27]([CH3:30])([CH3:29])[CH3:28])=[O:25])=[CH:17][CH:16]=1.[O-]P([O-])([O-])=O.[K+].[K+].[K+], predict the reaction product. The product is: [F:14][C:15]1[CH:23]=[C:22]2[C:18]([C:19]([C:2]3[CH:3]=[CH:4][C:5]4[S:9](=[O:11])(=[O:10])[NH:8][C@H:7]([CH3:12])[C:6]=4[CH:13]=3)=[CH:20][N:21]2[C:24]([O:26][C:27]([CH3:30])([CH3:29])[CH3:28])=[O:25])=[CH:17][CH:16]=1. (5) Given the reactants C([N-]C(C)C)(C)C.[Li+].[Cl:9][C:10]([Cl:21])([Cl:20])[C@@H:11]1[N:15]2[CH2:16][CH2:17][CH2:18][C@H:14]2[C:13](=[O:19])[O:12]1.[CH3:22][N+:23]([CH3:25])=[CH2:24].[I-].O, predict the reaction product. The product is: [CH3:22][N:23]([CH2:25][C@@:14]12[CH2:18][CH2:17][CH2:16][N:15]1[C@@H:11]([C:10]([Cl:9])([Cl:20])[Cl:21])[O:12][C:13]2=[O:19])[CH3:24]. (6) Given the reactants [C:1]([C:3]1[N:4]=[C:5]([CH2:19][OH:20])[NH:6][C:7]=1[C:8]1[C:9]([CH3:18])=[CH:10][C:11](C)=[C:12]([CH:16]=1)[C:13]([OH:15])=[O:14])#[N:2].CC1C=CC(C(OC)=O)=CC=1B1OC(C)(C)C(C)(C)O1.CC1C=C(C)C(B2OC(C)(C)C(C)(C)O2)=CC=1C(OC)=O, predict the reaction product. The product is: [C:1]([C:3]1[N:4]=[C:5]([CH2:19][OH:20])[NH:6][C:7]=1[C:8]1[CH:16]=[C:12]([CH:11]=[CH:10][C:9]=1[CH3:18])[C:13]([OH:15])=[O:14])#[N:2]. (7) Given the reactants F[C:2]1[CH:9]=[C:8]([C:10]([F:13])([F:12])[F:11])[CH:7]=[CH:6][C:3]=1[C:4]#[N:5].Cl.[NH2:15][CH2:16][C:17]([O:19][CH2:20][CH3:21])=[O:18].C(=O)([O-])[O-].[K+].[K+].CC(C)([O-])C.[K+], predict the reaction product. The product is: [NH2:5][C:4]1[C:3]2[C:2](=[CH:9][C:8]([C:10]([F:13])([F:12])[F:11])=[CH:7][CH:6]=2)[NH:15][C:16]=1[C:17]([O:19][CH2:20][CH3:21])=[O:18].